From a dataset of Reaction yield outcomes from USPTO patents with 853,638 reactions. Predict the reaction yield, written as a fraction of the theoretical maximum amount of product (1.0 means a 100% yield; for example, 0.34 means a 34% yield). (1) The catalyst is C(Cl)Cl.C(O)(C)(C)C.Cl[Sn](Cl)(Cl)Cl. The reactants are [Cl:1][C:2]1[CH:7]=[CH:6][C:5]([CH:8]([CH2:13]C(OC(C)(C)C)=O)[C:9]([O:11][CH3:12])=[O:10])=[CH:4][CH:3]=1.[C:21]([OH:27])(C(F)(F)F)=[O:22].C1(P([N:42]=[N+]=[N-])(C2C=CC=CC=2)=O)C=CC=CC=1.C(N(CC)CC)C.[N-]=[N+]=[N-].[C:55]1([CH3:61])[CH:60]=CC=C[CH:56]=1. The product is [C:55]([O:27][C:21]([NH:42][CH2:13][CH:8]([C:5]1[CH:4]=[CH:3][C:2]([Cl:1])=[CH:7][CH:6]=1)[C:9]([O:11][CH3:12])=[O:10])=[O:22])([CH3:61])([CH3:60])[CH3:56]. The yield is 0.790. (2) The product is [CH3:34][O:33][C:12]1[CH:13]=[C:14]2[C:19](=[CH:20][C:11]=1[O:10][CH2:9][CH2:8][CH2:7][N:41]1[CH2:46][CH2:45][O:44][CH2:43][CH2:42]1)[N:18]=[CH:17][CH:16]=[C:15]2[O:21][C:22]1[C:23]([CH3:32])=[N:24][C:25]2[C:30]([CH:31]=1)=[CH:29][CH:28]=[CH:27][CH:26]=2. The reactants are CN(C)C=O.Cl[CH2:7][CH2:8][CH2:9][O:10][C:11]1[CH:20]=[C:19]2[C:14]([C:15]([O:21][C:22]3[C:23]([CH3:32])=[N:24][C:25]4[C:30]([CH:31]=3)=[CH:29][CH:28]=[CH:27][CH:26]=4)=[CH:16][CH:17]=[N:18]2)=[CH:13][C:12]=1[O:33][CH3:34].C(=O)([O-])[O-].[K+].[K+].[NH:41]1[CH2:46][CH2:45][O:44][CH2:43][CH2:42]1. The yield is 0.530. The catalyst is O. (3) The yield is 0.690. The reactants are [C:1]([N:4]1[CH2:9][CH2:8][N:7]([C:10]2[CH:11]=[C:12]([CH3:27])[C:13]3[N:17]=[C:16]([C:18]4[C:19](=[O:25])[NH:20][CH:21]=[CH:22][C:23]=4Cl)[NH:15][C:14]=3[CH:26]=2)[CH2:6][CH2:5]1)(=[O:3])[CH3:2].[NH2:28][C@@H:29]([CH2:32][C:33]1[CH:38]=[CH:37][CH:36]=[CH:35][CH:34]=1)[CH2:30][OH:31].CN1CCOCC1. The catalyst is CN(C=O)C. The product is [C:1]([N:4]1[CH2:9][CH2:8][N:7]([C:10]2[CH:11]=[C:12]([CH3:27])[C:13]3[N:17]=[C:16]([C:18]4[C:19](=[O:25])[NH:20][CH:21]=[CH:22][C:23]=4[NH:28][C@H:29]([CH2:30][OH:31])[CH2:32][C:33]4[CH:34]=[CH:35][CH:36]=[CH:37][CH:38]=4)[NH:15][C:14]=3[CH:26]=2)[CH2:6][CH2:5]1)(=[O:3])[CH3:2]. (4) The reactants are [CH:1]([C:4]1[C:9]([OH:10])=[CH:8][CH:7]=[C:6]([CH:11]([CH3:13])[CH3:12])[N:5]=1)([CH3:3])[CH3:2].C(=O)([O-])[O-].[Na+].[Na+].CS(C)=O.[I:24]I. The catalyst is O. The product is [I:24][C:8]1[CH:7]=[C:6]([CH:11]([CH3:13])[CH3:12])[N:5]=[C:4]([CH:1]([CH3:3])[CH3:2])[C:9]=1[OH:10]. The yield is 0.920.